From a dataset of Catalyst prediction with 721,799 reactions and 888 catalyst types from USPTO. Predict which catalyst facilitates the given reaction. (1) Reactant: [CH2:1]([N:8]1[CH2:13][CH2:12][C:11]2([C:21]3[C:16](=[CH:17][CH:18]=[CH:19][C:20]=3[CH2:22][NH:23][CH:24]([CH3:26])[CH3:25])[N:15]([C:27]3[C:28]4[CH:35]([CH:36]([CH3:38])[CH3:37])[CH2:34][CH2:33][C:29]=4[N:30]=[CH:31][N:32]=3)[CH2:14]2)[CH2:10][CH2:9]1)[C:2]1[CH:7]=[CH:6][CH:5]=[CH:4][CH:3]=1.[CH3:39][C:40]([O:43][C:44](O[C:44]([O:43][C:40]([CH3:42])([CH3:41])[CH3:39])=[O:45])=[O:45])([CH3:42])[CH3:41]. Product: [CH2:1]([N:8]1[CH2:9][CH2:10][C:11]2([C:21]3[C:16](=[CH:17][CH:18]=[CH:19][C:20]=3[CH2:22][N:23]([CH:24]([CH3:26])[CH3:25])[C:44](=[O:45])[O:43][C:40]([CH3:42])([CH3:41])[CH3:39])[N:15]([C:27]3[C:28]4[CH:35]([CH:36]([CH3:38])[CH3:37])[CH2:34][CH2:33][C:29]=4[N:30]=[CH:31][N:32]=3)[CH2:14]2)[CH2:12][CH2:13]1)[C:2]1[CH:3]=[CH:4][CH:5]=[CH:6][CH:7]=1. The catalyst class is: 326. (2) Reactant: [F:1][C:2]1[CH:3]=[C:4]([CH:31]=[CH:32][C:33]=1[NH:34][C:35]([NH:37][C:38]1[CH:43]=[C:42]([CH3:44])[CH:41]=[CH:40][C:39]=1[F:45])=[O:36])[O:5][C:6]1[CH:11]=[CH:10][N:9]=[C:8]([C:12]2[NH:16][CH:15]=[C:14]([C:17]([N:19]3[CH2:24][CH2:23][N:22]([CH2:25][C:26]([O:28]CC)=[O:27])[CH2:21][CH2:20]3)=[O:18])[CH:13]=2)[CH:7]=1.[OH-].[Na+].O.Cl. Product: [F:1][C:2]1[CH:3]=[C:4]([CH:31]=[CH:32][C:33]=1[NH:34][C:35]([NH:37][C:38]1[CH:43]=[C:42]([CH3:44])[CH:41]=[CH:40][C:39]=1[F:45])=[O:36])[O:5][C:6]1[CH:11]=[CH:10][N:9]=[C:8]([C:12]2[NH:16][CH:15]=[C:14]([C:17]([N:19]3[CH2:20][CH2:21][N:22]([CH2:25][C:26]([OH:28])=[O:27])[CH2:23][CH2:24]3)=[O:18])[CH:13]=2)[CH:7]=1. The catalyst class is: 5. (3) Reactant: [Cl:1][C:2]1[CH:3]=[C:4]2[C:9](=[CH:10][CH:11]=1)[O:8][C:7](=[O:12])[CH:6]=[C:5]2[OH:13].C([O-])([O-])=O.[Cs+].[Cs+].[CH3:20][O:21][C:22]([C@@H:24]1[CH2:26][C@H:25]1[CH2:27]OS(C)(=O)=O)=[O:23].S([O-])(=O)(=O)C. Product: [CH3:20][O:21][C:22]([C@@H:24]1[CH2:26][C@H:25]1[CH2:27][O:13][C:5]1[C:4]2[CH:3]=[C:2]([Cl:1])[CH:11]=[CH:10][C:9]=2[O:8][C:7](=[O:12])[CH:6]=1)=[O:23]. The catalyst class is: 3. (4) Reactant: [CH:1](=O)[C:2]1[CH:7]=[CH:6][CH:5]=[CH:4][CH:3]=1.[NH2:9][CH:10]1[CH2:15][CH2:14][CH2:13][NH:12][CH2:11]1. Product: [C:2]1([CH:1]=[N:9][CH:10]2[CH2:15][CH2:14][CH2:13][NH:12][CH2:11]2)[CH:7]=[CH:6][CH:5]=[CH:4][CH:3]=1. The catalyst class is: 11. (5) Reactant: C(P1(=O)OP(CCC)(=O)OP(CCC)(=O)O1)CC.[Br:19][C:20]1[CH:21]=[C:22]([C:26]([O:29][CH3:30])=[CH:27][N:28]=1)[C:23]([OH:25])=O.[F:31][C:32]1[CH:37]=[CH:36][C:35]([CH2:38][NH2:39])=[CH:34][CH:33]=1.CCN(CC)CC. Product: [Br:19][C:20]1[CH:21]=[C:22]([C:26]([O:29][CH3:30])=[CH:27][N:28]=1)[C:23]([NH:39][CH2:38][C:35]1[CH:36]=[CH:37][C:32]([F:31])=[CH:33][CH:34]=1)=[O:25]. The catalyst class is: 34. (6) Reactant: [Br:1][C:2]1[N:3]=[C:4]([O:22]C)[C:5]([NH:8][S:9]([C:12]2[CH:13]=[C:14]([CH:19]=[CH:20][CH:21]=2)[C:15]([O:17]C)=[O:16])(=[O:11])=[O:10])=[N:6][CH:7]=1.B(Br)(Br)Br. Product: [Br:1][C:2]1[N:3]=[C:4]([OH:22])[C:5]([NH:8][S:9]([C:12]2[CH:13]=[C:14]([CH:19]=[CH:20][CH:21]=2)[C:15]([OH:17])=[O:16])(=[O:11])=[O:10])=[N:6][CH:7]=1. The catalyst class is: 2. (7) Reactant: [O:1]=[C:2]1[N:10](COCC[Si](C)(C)C)[C:5]2=[N:6][CH:7]=[CH:8][CH:9]=[C:4]2[C@@:3]21[CH2:30][C:21]1=[N:22][CH:23]=[C:24]([C:26]([O:28]C)=[O:27])[CH:25]=[C:20]1[CH2:19]2.Cl.[OH-].[Na+]. Product: [O:1]=[C:2]1[NH:10][C:5]2=[N:6][CH:7]=[CH:8][CH:9]=[C:4]2[C@@:3]21[CH2:30][C:21]1=[N:22][CH:23]=[C:24]([C:26]([OH:28])=[O:27])[CH:25]=[C:20]1[CH2:19]2. The catalyst class is: 5. (8) Reactant: [Br:1][C:2]1[CH:7]=[CH:6][C:5]([CH2:8][CH2:9][OH:10])=[CH:4][CH:3]=1.[H-].[Na+].[CH2:13](Br)[C:14]1[CH:19]=[CH:18][CH:17]=[CH:16][CH:15]=1.O. Product: [CH2:13]([O:10][CH2:9][CH2:8][C:5]1[CH:6]=[CH:7][C:2]([Br:1])=[CH:3][CH:4]=1)[C:14]1[CH:19]=[CH:18][CH:17]=[CH:16][CH:15]=1. The catalyst class is: 9.